From a dataset of Forward reaction prediction with 1.9M reactions from USPTO patents (1976-2016). Predict the product of the given reaction. Given the reactants ClC1C=CC(S(N[C@H](CO)C(CC(F)(F)F)CC(F)(F)F)(=O)=O)=CC=1.[F:26][C:27]([F:32])([F:31])[CH2:28][CH2:29][I:30].[C:33]1([P:39]([C:46]2[CH:51]=[CH:50][CH:49]=[CH:48][CH:47]=2)[C:40]2[CH:45]=[CH:44][CH:43]=[CH:42][CH:41]=2)[CH:38]=[CH:37][CH:36]=[CH:35][CH:34]=1, predict the reaction product. The product is: [I-:30].[F:26][C:27]([F:32])([F:31])[CH2:28][CH2:29][P+:39]([C:40]1[CH:41]=[CH:42][CH:43]=[CH:44][CH:45]=1)([C:46]1[CH:51]=[CH:50][CH:49]=[CH:48][CH:47]=1)[C:33]1[CH:34]=[CH:35][CH:36]=[CH:37][CH:38]=1.